This data is from Forward reaction prediction with 1.9M reactions from USPTO patents (1976-2016). The task is: Predict the product of the given reaction. (1) Given the reactants S(Cl)(Cl)=O.[CH:5]1[C:10]([CH2:11][CH2:12][CH2:13][C:14]([OH:16])=O)=[CH:9][CH:8]=[C:7]([N:17]([CH2:21][CH2:22][Cl:23])[CH2:18][CH2:19][Cl:20])[CH:6]=1.[CH3:24][N:25]([CH3:30])[CH2:26][CH2:27][CH2:28][NH2:29], predict the reaction product. The product is: [CH3:24][N:25]([CH3:30])[CH2:26][CH2:27][CH2:28][NH:29][C:14](=[O:16])[CH2:13][CH2:12][CH2:11][C:10]1[CH:5]=[CH:6][C:7]([N:17]([CH2:21][CH2:22][Cl:23])[CH2:18][CH2:19][Cl:20])=[CH:8][CH:9]=1. (2) Given the reactants C(O[C:4]1[CH:11]=[CH:10][CH:9]=[C:8](F)[C:5]=1[C:6]#[N:7])C.O.[NH2:14][NH2:15].O.[CH2:17]([OH:19])[CH3:18], predict the reaction product. The product is: [CH2:17]([O:19][C:8]1[CH:9]=[CH:10][CH:11]=[C:4]2[C:5]=1[C:6]([NH2:7])=[N:14][NH:15]2)[CH3:18]. (3) Given the reactants [OH:1][CH2:2][CH2:3]/[CH:4]=[CH:5]/[CH2:6][C:7]([NH:9][C:10]1[CH:15]=[CH:14][CH:13]=[CH:12][C:11]=1[NH:16][C:17](=[O:23])[O:18][C:19]([CH3:22])([CH3:21])[CH3:20])=[O:8].C(N(CC)CC)C.[CH3:31][S:32](Cl)(=[O:34])=[O:33].O, predict the reaction product. The product is: [CH3:31][S:32]([O:1][CH2:2][CH2:3]/[CH:4]=[CH:5]/[CH2:6][C:7]([NH:9][C:10]1[CH:15]=[CH:14][CH:13]=[CH:12][C:11]=1[NH:16][C:17]([O:18][C:19]([CH3:20])([CH3:22])[CH3:21])=[O:23])=[O:8])(=[O:34])=[O:33]. (4) Given the reactants BrC1C=CC2OCCN3C=C(I)N=C3C=2C=1.C=O.O.N1CCCC1.C[Si](N[Si](C)(C)C)(C)C.Br[C:35]1[CH:36]=[CH:37][C:38]2[O:44][CH2:43][CH2:42][N:41]3[C:45]([CH2:51][N:52]4[CH2:56][CH2:55][CH2:54][CH2:53]4)=[C:46]([C:48]([NH2:50])=[O:49])[N:47]=[C:40]3[C:39]=2[CH:57]=1.[CH3:58][C:59]([OH:63])([C:61]#[CH:62])[CH3:60], predict the reaction product. The product is: [OH:63][C:59]([CH3:60])([CH3:58])[C:61]#[C:62][C:35]1[CH:36]=[CH:37][C:38]2[O:44][CH2:43][CH2:42][N:41]3[C:45]([CH2:51][N:52]4[CH2:56][CH2:55][CH2:54][CH2:53]4)=[C:46]([C:48]([NH2:50])=[O:49])[N:47]=[C:40]3[C:39]=2[CH:57]=1. (5) Given the reactants [CH3:1][O:2][C:3]1[CH:8]=[CH:7][C:6]([CH2:9][C@H:10]([NH:28][C:29](=[O:40])[C@H:30]([NH:32][C:33]([C:35]2[CH2:39][CH2:38]CC=2)=[O:34])[CH3:31])[C:11]([NH:13][C@@H:14]([CH2:21][C:22]2[CH:27]=[CH:26][CH:25]=[CH:24]C=2)[C:15]([C@@:17]2([CH3:20])[CH2:19][O:18]2)=[O:16])=[O:12])=[CH:5][CH:4]=1.N[C@H](C)C(N[C@@H](CC1C=CC(OC)=CC=1)[C:47]([NH:49][C@@H](CC1C=CC=CC=1)C([C@@]1(C)CO1)=O)=[O:48])=O.CC[NH+:76](CC(N(C(COC1C=CC(C)=CC=1C)C)C)=O)CC.[Cl-], predict the reaction product. The product is: [NH2:76][C:47]1[O:48][C:39]([CH2:35][C:33]([NH:32][C@@H:30]([CH3:31])[C:29]([NH:28][C@@H:10]([CH2:9][C:6]2[CH:7]=[CH:8][C:3]([O:2][CH3:1])=[CH:4][CH:5]=2)[C:11]([NH:13][C@@H:14]([CH2:21][C:22]2[CH2:24][CH2:25][CH2:26][CH:27]=2)[C:15]([C@@:17]2([CH3:20])[CH2:19][O:18]2)=[O:16])=[O:12])=[O:40])=[O:34])=[CH:38][N:49]=1. (6) Given the reactants C[Si]([N-][Si](C)(C)C)(C)C.[K+].C1C[O:14]CC1.[Br:16][C:17]1[CH:18]=[C:19]([C:23]2[CH:38]=[C:26]3[N:27]=[C:28]([CH3:37])[C:29]([CH2:32][C:33]([O:35][CH3:36])=[O:34])=[C:30]([I:31])[N:25]3[N:24]=2)[CH:20]=[CH:21][CH:22]=1.C1(C2ON2S(C2C=CC=CC=2)(=O)=O)C=CC=CC=1, predict the reaction product. The product is: [Br:16][C:17]1[CH:18]=[C:19]([C:23]2[CH:38]=[C:26]3[N:27]=[C:28]([CH3:37])[C:29]([CH:32]([OH:14])[C:33]([O:35][CH3:36])=[O:34])=[C:30]([I:31])[N:25]3[N:24]=2)[CH:20]=[CH:21][CH:22]=1.